Dataset: Full USPTO retrosynthesis dataset with 1.9M reactions from patents (1976-2016). Task: Predict the reactants needed to synthesize the given product. (1) Given the product [Cl:17][C:16]1[CH:15]=[CH:14][C:13]([NH:18][C:19]([CH:7]2[C:6](=[O:8])[CH2:5][S:4][CH2:3][C:2]2=[O:1])=[O:20])=[CH:12][C:11]=1[C:10]([F:9])([F:21])[F:22], predict the reactants needed to synthesize it. The reactants are: [O:1]=[C:2]1[CH2:7][C:6](=[O:8])[CH2:5][S:4][CH2:3]1.[F:9][C:10]([F:22])([F:21])[C:11]1[CH:12]=[C:13]([N:18]=[C:19]=[O:20])[CH:14]=[CH:15][C:16]=1[Cl:17].OP(O)(O)=O. (2) Given the product [CH3:9][NH:8][C@H:5]1[CH2:6][CH2:7][C@H:2]([NH2:1])[CH2:3][CH2:4]1, predict the reactants needed to synthesize it. The reactants are: [NH2:1][C@H:2]1[CH2:7][CH2:6][C@H:5]([NH:8][C:9](=O)OC(C)(C)C)[CH2:4][CH2:3]1.[H-].[Al+3].[Li+].[H-].[H-].[H-].O.[OH-].[Na+]. (3) Given the product [CH2:18]([O:17][C:14]1[CH:15]=[CH:16][C:11]([N:7]2[CH2:6][CH:5]([CH2:3][OH:2])[CH2:9][C:8]2=[O:10])=[CH:12][CH:13]=1)[C:19]1[CH:20]=[CH:21][CH:22]=[CH:23][CH:24]=1, predict the reactants needed to synthesize it. The reactants are: C[O:2][C:3]([CH:5]1[CH2:9][C:8](=[O:10])[N:7]([C:11]2[CH:16]=[CH:15][C:14]([O:17][CH2:18][C:19]3[CH:24]=[CH:23][CH:22]=[CH:21][CH:20]=3)=[CH:13][CH:12]=2)[CH2:6]1)=O.[BH4-].[Na+]. (4) Given the product [CH3:1][O:2][C:3](=[O:31])[C@H:4]([CH2:16][C:17]1[CH:22]=[CH:21][C:20]([C:34]2[CH:38]=[CH:37][S:36][C:35]=2[C:39]#[N:40])=[CH:19][CH:18]=1)[NH:5][C:6](=[O:15])[C:7]1[C:8]([Cl:14])=[CH:9][CH:10]=[CH:11][C:12]=1[Cl:13], predict the reactants needed to synthesize it. The reactants are: [CH3:1][O:2][C:3](=[O:31])[C@H:4]([CH2:16][C:17]1[CH:22]=[CH:21][C:20](OS(C(F)(F)F)(=O)=O)=[CH:19][CH:18]=1)[NH:5][C:6](=[O:15])[C:7]1[C:12]([Cl:13])=[CH:11][CH:10]=[CH:9][C:8]=1[Cl:14].C[Sn](C)(C)[C:34]1[CH:38]=[CH:37][S:36][C:35]=1[C:39]#[N:40].[Li+].[Cl-].[NH4+].[Cl-]. (5) Given the product [Br:1][C:2]1[CH:3]=[C:4]([CH2:10][OH:11])[CH:5]=[C:6]([CH2:8][O:9][CH2:14][CH3:15])[CH:7]=1, predict the reactants needed to synthesize it. The reactants are: [Br:1][C:2]1[CH:3]=[C:4]([CH2:10][OH:11])[CH:5]=[C:6]([CH2:8][OH:9])[CH:7]=1.[H-].[Na+].[CH2:14]1COC[CH2:15]1. (6) Given the product [I:1][C:2]1[CH:3]=[C:4]([CH:9]=[CH:10][C:11]=1[O:12][CH:13]1[CH2:17][CH2:16][N:15]([C:18]([N:20]2[CH2:24][CH2:23][CH2:22][CH2:21]2)=[O:19])[CH2:14]1)[C:5]([OH:7])=[O:6], predict the reactants needed to synthesize it. The reactants are: [I:1][C:2]1[CH:3]=[C:4]([CH:9]=[CH:10][C:11]=1[O:12][CH:13]1[CH2:17][CH2:16][N:15]([C:18]([N:20]2[CH2:24][CH2:23][CH2:22][CH2:21]2)=[O:19])[CH2:14]1)[C:5]([O:7]C)=[O:6].[Li+].[OH-].C1COCC1.C(O)(=O)CC(CC(O)=O)(C(O)=O)O.